This data is from Full USPTO retrosynthesis dataset with 1.9M reactions from patents (1976-2016). The task is: Predict the reactants needed to synthesize the given product. (1) Given the product [CH3:19][O:20][C:21]1[C:22](=[O:49])[C:23]([CH3:48])=[C:24]([CH2:30][C:31]2[C:32]([O:40][CH2:41][C:42]3[CH:43]=[CH:44][CH:45]=[CH:46][CH:47]=3)=[C:33]([CH:37]=[CH:38][CH:39]=2)[C:34]([N:1]2[CH2:6][CH2:5][CH2:4][CH2:3][CH2:2]2)=[O:35])[C:25](=[O:29])[C:26]=1[O:27][CH3:28], predict the reactants needed to synthesize it. The reactants are: [NH:1]1[CH2:6][CH2:5][CH2:4][CH2:3][CH2:2]1.Cl.C(N=C=NCCCN(C)C)C.[CH3:19][O:20][C:21]1[C:22](=[O:49])[C:23]([CH3:48])=[C:24]([CH2:30][C:31]2[C:32]([O:40][CH2:41][C:42]3[CH:47]=[CH:46][CH:45]=[CH:44][CH:43]=3)=[C:33]([CH:37]=[CH:38][CH:39]=2)[C:34](O)=[O:35])[C:25](=[O:29])[C:26]=1[O:27][CH3:28]. (2) Given the product [OH:3][CH2:4][CH2:5][O:6][NH:7][C:8]([C:10]1[S:18][C:17]2[C:16]([F:19])=[CH:15][N:14]=[CH:13][C:12]=2[C:11]=1[NH:20][C:21]1[CH:26]=[CH:25][C:24]([I:27])=[CH:23][C:22]=1[F:28])=[O:9], predict the reactants needed to synthesize it. The reactants are: C([O:3][CH2:4][CH2:5][O:6][NH:7][C:8]([C:10]1[S:18][C:17]2[C:16]([F:19])=[CH:15][N:14]=[CH:13][C:12]=2[C:11]=1[NH:20][C:21]1[CH:26]=[CH:25][C:24]([I:27])=[CH:23][C:22]=1[F:28])=[O:9])=C. (3) Given the product [I:22][C:3]1[CH:4]=[C:5]([CH:9]=[CH:10][C:2]=1[OH:1])[C:6]([OH:8])=[O:7], predict the reactants needed to synthesize it. The reactants are: [OH:1][C:2]1[CH:10]=[CH:9][C:5]([C:6]([OH:8])=[O:7])=[CH:4][CH:3]=1.[H+].[B-](F)(F)(F)F.CCOCC.[I:22]N1C(=O)CCC1=O. (4) Given the product [CH:18](=[N:2][C@H:3]([C:5]([O:7][C:8]([CH3:11])([CH3:10])[CH3:9])=[O:6])[CH3:4])[C:19]1[CH:24]=[CH:23][CH:22]=[CH:21][CH:20]=1, predict the reactants needed to synthesize it. The reactants are: Cl.[NH2:2][CH:3]([C:5]([O:7][C:8]([CH3:11])([CH3:10])[CH3:9])=[O:6])[CH3:4].S([O-])([O-])(=O)=O.[Mg+2].[CH:18](=O)[C:19]1[CH:24]=[CH:23][CH:22]=[CH:21][CH:20]=1.C(N(CC)CC)C. (5) The reactants are: CN(C)C=O.[CH3:6][O:7][C:8](=[O:16])[C:9]1[CH:14]=[CH:13][CH:12]=[C:11]([SH:15])[CH:10]=1.CC(C)([O-])C.[K+].Br[C:24]1[CH:29]=[CH:28][C:27]([Cl:30])=[CH:26][N:25]=1. Given the product [CH3:6][O:7][C:8](=[O:16])[C:9]1[CH:14]=[CH:13][CH:12]=[C:11]([S:15][C:24]2[CH:29]=[CH:28][C:27]([Cl:30])=[CH:26][N:25]=2)[CH:10]=1, predict the reactants needed to synthesize it.